This data is from Full USPTO retrosynthesis dataset with 1.9M reactions from patents (1976-2016). The task is: Predict the reactants needed to synthesize the given product. (1) Given the product [CH:6]1([CH2:5][C@H:4]([N:12]2[CH2:16][C:15]([O:17][C:18]3[CH:19]=[N:20][C:21]([CH3:24])=[CH:22][CH:23]=3)=[CH:14][C:13]2=[O:25])[C:3]([OH:26])=[O:2])[CH2:11][CH2:10][CH2:9][CH2:8][CH2:7]1, predict the reactants needed to synthesize it. The reactants are: C[O:2][C:3](=[O:26])[C@@H:4]([N:12]1[CH2:16][C:15]([O:17][C:18]2[CH:19]=[N:20][C:21]([CH3:24])=[CH:22][CH:23]=2)=[CH:14][C:13]1=[O:25])[CH2:5][CH:6]1[CH2:11][CH2:10][CH2:9][CH2:8][CH2:7]1.[OH-].[Li+]. (2) Given the product [NH2:23][C@H:18]1[C@H:19]([F:22])[CH2:20][O:21][C@H:15]([C:14]2[N:13]([CH3:31])[N:12]=[CH:11][C:10]=2[NH:9][C:7]([C:5]2[N:6]=[C:2]([C:38]3[C:33]([F:32])=[CH:34][C:35]([C:49]4([OH:53])[CH2:50][O:51][CH2:52]4)=[CH:36][C:37]=3[F:48])[S:3][CH:4]=2)=[O:8])[CH2:16][CH2:17]1, predict the reactants needed to synthesize it. The reactants are: Br[C:2]1[S:3][CH:4]=[C:5]([C:7]([NH:9][C:10]2[CH:11]=[N:12][N:13]([CH3:31])[C:14]=2[C@H:15]2[O:21][CH2:20][C@@H:19]([F:22])[C@H:18]([NH:23]C(=O)OC(C)(C)C)[CH2:17][CH2:16]2)=[O:8])[N:6]=1.[F:32][C:33]1[CH:34]=[C:35]([C:49]2([OH:53])[CH2:52][O:51][CH2:50]2)[CH:36]=[C:37]([F:48])[C:38]=1B1OC(C)(C)C(C)(C)O1. (3) Given the product [OH:1][C:2]1[C:3]([CH3:33])([CH3:32])[C:4]2[C:9]([C:10](=[O:23])[C:11]=1[C:12]([NH:14][CH2:15][C:16]([OH:18])=[O:17])=[O:13])=[CH:8][CH:7]=[C:6]([C:24]#[C:25][C:26]1[CH:27]=[CH:28][CH:29]=[CH:30][CH:31]=1)[CH:5]=2, predict the reactants needed to synthesize it. The reactants are: [OH:1][C:2]1[C:3]([CH3:33])([CH3:32])[C:4]2[C:9]([C:10](=[O:23])[C:11]=1[C:12]([NH:14][CH2:15][C:16]([O:18]C(C)(C)C)=[O:17])=[O:13])=[CH:8][CH:7]=[C:6]([C:24]#[C:25][C:26]1[CH:31]=[CH:30][CH:29]=[CH:28][CH:27]=1)[CH:5]=2.